Predict the product of the given reaction. From a dataset of Forward reaction prediction with 1.9M reactions from USPTO patents (1976-2016). (1) Given the reactants [CH2:1]([N:3](CC)CC)[CH3:2].[Br-].[Li+].C(OP(CC#N)(=O)OCC)C.O=[C:22]1[CH2:27][CH2:26][N:25]([C:28]2[CH:33]=[CH:32][C:31]([N:34]3[CH2:38][C@@H:37]([CH2:39][N:40]=[N+:41]=[N-:42])[O:36][C:35]3=[O:43])=[CH:30][CH:29]=2)[CH2:24][CH2:23]1, predict the reaction product. The product is: [C:1]([CH:2]=[C:22]1[CH2:27][CH2:26][N:25]([C:28]2[CH:33]=[CH:32][C:31]([N:34]3[CH2:38][C@@H:37]([CH2:39][N:40]=[N+:41]=[N-:42])[O:36][C:35]3=[O:43])=[CH:30][CH:29]=2)[CH2:24][CH2:23]1)#[N:3]. (2) Given the reactants [Cl:1][C:2]1[CH:10]=[CH:9][CH:8]=[C:7]2[C:3]=1[C:4]([C:15]([OH:17])=O)=[CH:5][N:6]2[CH:11]1[CH2:14][O:13][CH2:12]1.Cl.[CH:19]1([CH:24]([NH2:29])[C:25]([F:28])([F:27])[F:26])[CH2:23][CH2:22][CH2:21][CH2:20]1.C(Cl)CCl.N1(O)C2C=CC=CC=2N=N1.C(N(C(C)C)C(C)C)C, predict the reaction product. The product is: [Cl:1][C:2]1[CH:10]=[CH:9][CH:8]=[C:7]2[C:3]=1[C:4]([C:15]([NH:29][CH:24]([CH:19]1[CH2:23][CH2:22][CH2:21][CH2:20]1)[C:25]([F:26])([F:27])[F:28])=[O:17])=[CH:5][N:6]2[CH:11]1[CH2:12][O:13][CH2:14]1. (3) Given the reactants N1C2C(=C([S:11]([N:14]3[CH2:21][C:20]4[CH:22]=[CH:23][CH:24]=[CH:25][C:19]=4[CH2:18][O:17][CH2:16][C@H:15]3[CH2:26][OH:27])(=[O:13])=[O:12])C=CC=2)C=CC=1.[CH3:28][S:29](Cl)(=[O:31])=[O:30].CC(=O)O[CH2:36][CH3:37], predict the reaction product. The product is: [CH3:28][S:29]([O:27][CH2:26][C@H:15]1[N:14]([S:11]([C:22]2[CH:23]=[CH:24][CH:25]=[C:37]3[C:36]=2[N:14]=[CH:21][CH:20]=[CH:19]3)(=[O:13])=[O:12])[CH2:21][C:20]2[CH:22]=[CH:23][CH:24]=[CH:25][C:19]=2[CH2:18][O:17][CH2:16]1)(=[O:31])=[O:30]. (4) Given the reactants Cl[C:2]1[N:7]=[CH:6][C:5]([S:8]([C:11]2[N:15]([C:16]3[CH:21]=[CH:20][C:19]([CH3:22])=[CH:18][C:17]=3[F:23])[N:14]=[C:13]([CH2:24][N:25]([CH3:33])[C:26](=[O:32])[O:27][C:28]([CH3:31])([CH3:30])[CH3:29])[CH:12]=2)(=[O:10])=[O:9])=[CH:4][CH:3]=1.C(N(CC)CC)C, predict the reaction product. The product is: [F:23][C:17]1[CH:18]=[C:19]([CH3:22])[CH:20]=[CH:21][C:16]=1[N:15]1[C:11]([S:8]([C:5]2[CH:6]=[N:7][CH:2]=[CH:3][CH:4]=2)(=[O:9])=[O:10])=[CH:12][C:13]([CH2:24][N:25]([CH3:33])[C:26](=[O:32])[O:27][C:28]([CH3:29])([CH3:31])[CH3:30])=[N:14]1. (5) Given the reactants Cl.N1C=CC=CC=1.C[O:9][C:10]1[CH:18]=[CH:17][C:13]([C:14]([OH:16])=[O:15])=[CH:12][C:11]=1[C:19]([F:22])([F:21])[F:20].C(O)(=O)CC(CC(O)=O)(C(O)=O)O, predict the reaction product. The product is: [OH:9][C:10]1[CH:18]=[CH:17][C:13]([C:14]([OH:16])=[O:15])=[CH:12][C:11]=1[C:19]([F:20])([F:21])[F:22].